Dataset: Full USPTO retrosynthesis dataset with 1.9M reactions from patents (1976-2016). Task: Predict the reactants needed to synthesize the given product. (1) Given the product [N+:1]([C:4]1[CH:5]=[C:6]([C:14]2[O:15][C:16]3[CH:22]=[CH:21][C:20]([C:29]4[CH:28]=[CH:27][C:26]5[O:25][CH2:24][O:32][C:31]=5[CH:30]=4)=[CH:19][C:17]=3[N:18]=2)[C:7]([NH:10][CH2:11][CH2:12][CH3:13])=[CH:8][CH:9]=1)([O-:3])=[O:2], predict the reactants needed to synthesize it. The reactants are: [N+:1]([C:4]1[CH:5]=[C:6]([C:14]2[O:15][C:16]3[CH:22]=[CH:21][C:20](Br)=[CH:19][C:17]=3[N:18]=2)[C:7]([NH:10][CH2:11][CH2:12][CH3:13])=[CH:8][CH:9]=1)([O-:3])=[O:2].[CH2:24]1[O:32][C:31]2[CH:30]=[CH:29][C:28](B(O)O)=[CH:27][C:26]=2[O:25]1. (2) The reactants are: [OH:1][C:2]1[CH:7]=[C:6]([OH:8])[CH:5]=[CH:4][C:3]=1[CH:9]1[CH2:14][CH2:13][C:12](=O)[CH2:11][CH2:10]1.[C:16]([O-])(=O)C.[Na+].Cl.C[O:23][NH2:24]. Given the product [CH3:16][O:1][C:2]1[CH:7]=[C:6]([OH:8])[CH:5]=[CH:4][C:3]=1[CH:9]1[CH2:14][CH2:13][C:12](=[N:24][OH:23])[CH2:11][CH2:10]1, predict the reactants needed to synthesize it. (3) The reactants are: [Cl:1][C:2]1[CH:3]=[CH:4][C:5]([OH:11])=[C:6]([CH:10]=1)[C:7](O)=[O:8].S(Cl)([Cl:14])=O. Given the product [Cl:1][C:2]1[CH:3]=[CH:4][C:5]([OH:11])=[C:6]([CH:10]=1)[C:7]([Cl:14])=[O:8], predict the reactants needed to synthesize it.